Dataset: Full USPTO retrosynthesis dataset with 1.9M reactions from patents (1976-2016). Task: Predict the reactants needed to synthesize the given product. (1) Given the product [Cl:1][C:2]1[CH:7]=[CH:6][CH:5]=[C:4]2[C:3]=1[C:8](=[O:21])[CH:9]([CH2:10][C:11]13[CH2:20][CH:15]4[CH2:16][CH:17]([CH2:19][CH:13]([CH2:14]4)[CH2:12]1)[CH2:18]3)[CH2:22]2, predict the reactants needed to synthesize it. The reactants are: [Cl:1][C:2]1[CH:7]=[CH:6][CH:5]=[CH:4][C:3]=1[C:8](=[O:21])[CH2:9][CH2:10][C:11]12[CH2:20][CH:15]3[CH2:16][CH:17]([CH2:19][CH:13]([CH2:14]3)[CH2:12]1)[CH2:18]2.[CH2:22]1N2CN3CN(C2)CN1C3.C(OC(=O)C)(=O)C.[OH-].[Na+]. (2) The reactants are: S(Cl)([Cl:3])=O.[Cl:5][C:6]1[CH:11]=[C:10]([CH2:12]O)[CH:9]=[CH:8][C:7]=1[C:14]1[CH:19]=[CH:18][CH:17]=[CH:16][CH:15]=1. Given the product [Cl:5][C:6]1[CH:11]=[C:10]([CH2:12][Cl:3])[CH:9]=[CH:8][C:7]=1[C:14]1[CH:19]=[CH:18][CH:17]=[CH:16][CH:15]=1, predict the reactants needed to synthesize it. (3) Given the product [C:22]([O:17][CH2:16][C@H:15]([N:9]1[CH:8]=[CH:7][C:6]2[C:11](=[CH:12][CH:13]=[C:4]([CH:1]3[CH2:3][CH2:2]3)[C:5]=2[N+:19]([O-:21])=[O:20])[C:10]1=[O:14])[CH3:18])(=[O:24])[CH3:23], predict the reactants needed to synthesize it. The reactants are: [CH:1]1([C:4]2[C:5]([N+:19]([O-:21])=[O:20])=[C:6]3[C:11](=[CH:12][CH:13]=2)[C:10](=[O:14])[N:9]([C@H:15]([CH3:18])[CH2:16][OH:17])[CH:8]=[CH:7]3)[CH2:3][CH2:2]1.[C:22](OC(=O)C)(=[O:24])[CH3:23].N1C=CC=CC=1.C(Cl)Cl. (4) Given the product [Cl:1][C:2]1[CH:3]=[N:4][CH:5]=[CH:6][C:7]=1[C:8]1[N:13]=[C:12]([N:14]2[CH2:15][CH2:16][CH:17]([NH:20][C:31](=[O:33])[CH3:32])[CH2:18][CH2:19]2)[CH:11]=[N:10][C:9]=1[C:21]1[CH:26]=[CH:25][C:24]([C:27]([F:28])([F:29])[F:30])=[CH:23][N:22]=1, predict the reactants needed to synthesize it. The reactants are: [Cl:1][C:2]1[CH:3]=[N:4][CH:5]=[CH:6][C:7]=1[C:8]1[N:13]=[C:12]([N:14]2[CH2:19][CH2:18][CH:17]([NH2:20])[CH2:16][CH2:15]2)[CH:11]=[N:10][C:9]=1[C:21]1[CH:26]=[CH:25][C:24]([C:27]([F:30])([F:29])[F:28])=[CH:23][N:22]=1.[C:31](OC(=O)C)(=[O:33])[CH3:32]. (5) Given the product [CH3:1][C:2]1[C:10]([O:11][C@H:12]2[CH2:17][CH2:16][CH2:15][C@@H:14]([N:18]3[CH2:23][CH2:22][O:21][CH2:20][CH2:19]3)[CH2:13]2)=[CH:9][CH:8]=[C:7]2[C:3]=1[CH:4]=[N:5][NH:6]2, predict the reactants needed to synthesize it. The reactants are: [CH3:1][C:2]1[C:10]([O:11][C@H:12]2[CH2:17][CH2:16][CH2:15][C@@H:14]([N:18]3[CH2:23][CH2:22][O:21][CH2:20][CH2:19]3)[CH2:13]2)=[CH:9][CH:8]=[C:7]2[C:3]=1[CH:4]=[N:5][N:6]2C1CCCCO1.Cl.O1CCOCC1. (6) Given the product [OH:28][NH:30][C:23]([C:21]1[CH:20]=[CH:19][C:17]2[CH2:18][N:12]([C:10]([NH:9][C:6]3[CH:5]=[CH:4][C:3]([O:2][CH3:1])=[CH:8][CH:7]=3)=[O:11])[C@@H:13]([CH3:27])[CH2:14][O:15][C:16]=2[CH:22]=1)=[O:25], predict the reactants needed to synthesize it. The reactants are: [CH3:1][O:2][C:3]1[CH:8]=[CH:7][C:6]([NH:9][C:10]([N:12]2[CH2:18][C:17]3[CH:19]=[CH:20][C:21]([C:23]([O:25]C)=O)=[CH:22][C:16]=3[O:15][CH2:14][C@@H:13]2[CH3:27])=[O:11])=[CH:5][CH:4]=1.[OH-:28].[Na+].[NH2:30]O. (7) Given the product [Cl:1][C:2]1[N:3]([CH3:14])[C:4]([Cl:11])=[CH:5][C:6]=1[C:7]([O:9][CH3:10])=[O:8], predict the reactants needed to synthesize it. The reactants are: [Cl:1][C:2]1[NH:3][C:4]([Cl:11])=[CH:5][C:6]=1[C:7]([O:9][CH3:10])=[O:8].[H-].[Na+].[CH3:14]I.